Predict the reaction yield, written as a fraction of the theoretical maximum amount of product (1.0 means a 100% yield; for example, 0.34 means a 34% yield). From a dataset of Reaction yield outcomes from USPTO patents with 853,638 reactions. (1) The reactants are [C:1]1([CH2:7][C:8]([NH2:10])=[O:9])[CH:6]=[CH:5][CH:4]=[CH:3][CH:2]=1.C(Cl)(=O)[C:12](Cl)=[O:13].[NH2:17][C:18]1[CH:36]=[CH:35][C:21]([O:22][C:23]2[CH:28]=[CH:27][N:26]=[C:25]([NH:29][C:30]([N:32]([CH3:34])[CH3:33])=[O:31])[CH:24]=2)=[C:20]([F:37])[CH:19]=1.C(OCC)(=O)C. The catalyst is ClCCCl.CN(C)C=O. The product is [CH3:33][N:32]([CH3:34])[C:30]([NH:29][C:25]1[CH:24]=[C:23]([O:22][C:21]2[CH:35]=[CH:36][C:18]([NH:17][C:12]([NH:10][C:8](=[O:9])[CH2:7][C:1]3[CH:6]=[CH:5][CH:4]=[CH:3][CH:2]=3)=[O:13])=[CH:19][C:20]=2[F:37])[CH:28]=[CH:27][N:26]=1)=[O:31]. The yield is 0.260. (2) The reactants are C([O:3][C:4](=[O:15])[CH2:5][C:6]1[CH:11]=[CH:10][C:9]([OH:12])=[C:8]([O:13][CH3:14])[CH:7]=1)C. The catalyst is CO.O. The product is [OH:12][C:9]1[CH:10]=[CH:11][C:6]([CH2:5][C:4]([OH:15])=[O:3])=[CH:7][C:8]=1[O:13][CH3:14]. The yield is 0.960. (3) The reactants are Br[C:2]1[C:7]([NH2:8])=[CH:6][CH:5]=[C:4]([O:9][CH3:10])[N:3]=1.C1(C(N)C2CCCCC2)CCCCC1.[CH2:25]([O:29]C(=O)C=C)[CH2:26][CH2:27]C. The catalyst is C1(C(C)C)C=CC=CC=1.C([O-])(=O)C.[Pd+2].C([O-])(=O)C.F[B-](F)(F)F.C(P(CCCC)CCCC)CCC. The product is [CH3:10][O:9][C:4]1[N:3]=[C:2]2[C:7](=[CH:6][CH:5]=1)[NH:8][C:25](=[O:29])[CH:26]=[CH:27]2. The yield is 0.990. (4) The reactants are [Cl:1][C:2]1[CH:3]=[C:4]([NH2:20])[CH:5]=[C:6]([Cl:19])[C:7]=1[O:8][C:9]1[S:10][C:11]2[CH:17]=[C:16]([Cl:18])[CH:15]=[CH:14][C:12]=2[N:13]=1.[Cl:21][C:22]1[CH:27]=[C:26]([Cl:28])[CH:25]=[CH:24][C:23]=1[S:29](Cl)(=[O:31])=[O:30].O.Cl. The catalyst is N1C=CC=CC=1. The product is [Cl:21][C:22]1[CH:27]=[C:26]([Cl:28])[CH:25]=[CH:24][C:23]=1[S:29]([NH:20][C:4]1[CH:3]=[C:2]([Cl:1])[C:7]([O:8][C:9]2[S:10][C:11]3[CH:17]=[C:16]([Cl:18])[CH:15]=[CH:14][C:12]=3[N:13]=2)=[C:6]([Cl:19])[CH:5]=1)(=[O:31])=[O:30]. The yield is 0.460. (5) The reactants are C[O-].[Na+].[SH:4][CH2:5][C:6]([O:8][CH3:9])=[O:7].Cl/[C:11](/[C:15]1[CH:20]=[CH:19][C:18]([F:21])=[C:17]([F:22])[CH:16]=1)=[CH:12]\[C:13]#[N:14].O. The catalyst is CO.CN(C=O)C. The product is [NH2:14][C:13]1[CH:12]=[C:11]([C:15]2[CH:20]=[CH:19][C:18]([F:21])=[C:17]([F:22])[CH:16]=2)[S:4][C:5]=1[C:6]([O:8][CH3:9])=[O:7]. The yield is 0.240. (6) The catalyst is O.C(OCC)(=O)C. The reactants are [Cl-].O[NH3+:3].[C:4](=[O:7])([O-])[OH:5].[Na+].CS(C)=O.[Si]([O:20][CH:21]([CH:52]1[CH2:57][CH2:56][CH2:55][CH2:54][CH2:53]1)[CH2:22][N:23]1[C:28](=[O:29])[C:27]([CH2:30][C:31]2[CH:36]=[CH:35][C:34]([C:37]3[C:38]([C:43]#[N:44])=[CH:39][CH:40]=[CH:41][CH:42]=3)=[CH:33][CH:32]=2)=[C:26]([CH2:45][CH2:46][CH3:47])[N:25]2[N:48]=[C:49]([CH3:51])[N:50]=[C:24]12)(C(C)(C)C)(C)C. The product is [CH:52]1([CH:21]([OH:20])[CH2:22][N:23]2[C:28](=[O:29])[C:27]([CH2:30][C:31]3[CH:32]=[CH:33][C:34]([C:37]4[CH:42]=[CH:41][CH:40]=[CH:39][C:38]=4[C:43]4[NH:44][C:4](=[O:7])[O:5][N:3]=4)=[CH:35][CH:36]=3)=[C:26]([CH2:45][CH2:46][CH3:47])[N:25]3[N:48]=[C:49]([CH3:51])[N:50]=[C:24]23)[CH2:57][CH2:56][CH2:55][CH2:54][CH2:53]1. The yield is 0.860.